This data is from Full USPTO retrosynthesis dataset with 1.9M reactions from patents (1976-2016). The task is: Predict the reactants needed to synthesize the given product. (1) Given the product [NH:18]1[CH:19]=[N:20][C:16]([C:12]2[CH:11]=[C:10]3[C:15](=[CH:14][CH:13]=2)[NH:7][N:8]=[C:9]3[C:40]2[CH:41]=[C:42]([NH:46][C:47](=[O:52])[CH2:48][CH2:49][CH2:50][CH3:51])[CH:43]=[CH:44][CH:45]=2)=[N:17]1, predict the reactants needed to synthesize it. The reactants are: O1CCCCC1[N:7]1[C:15]2[C:10](=[CH:11][C:12]([C:16]3[N:20]=[CH:19][N:18](C(C4C=CC=CC=4)(C4C=CC=CC=4)C4C=CC=CC=4)[N:17]=3)=[CH:13][CH:14]=2)[C:9]([C:40]2[CH:41]=[C:42]([NH:46][C:47](=[O:52])[CH2:48][CH2:49][CH2:50][CH3:51])[CH:43]=[CH:44][CH:45]=2)=[N:8]1. (2) The reactants are: [C:1]([C:5]1[O:9][N:8]=[C:7]([C:10]2[CH:15]=[C:14](Cl)[C:13]([CH:17]3[CH2:19][CH2:18]3)=[CH:12][N:11]=2)[N:6]=1)([CH3:4])([CH3:3])[CH3:2].[CH3:20][N:21]1[CH2:25][CH2:24][CH2:23][C@H:22]1[CH2:26][OH:27]. Given the product [C:1]([C:5]1[O:9][N:8]=[C:7]([C:10]2[CH:15]=[C:14]([O:27][CH2:26][C@@H:22]3[CH2:23][CH2:24][CH2:25][N:21]3[CH3:20])[C:13]([CH:17]3[CH2:19][CH2:18]3)=[CH:12][N:11]=2)[N:6]=1)([CH3:4])([CH3:3])[CH3:2], predict the reactants needed to synthesize it. (3) Given the product [Cl:13][C:10]1[C:9]2[C:4](=[CH:5][C:6]([F:15])=[CH:7][C:8]=2[F:14])[N:3]=[C:2]([N:16]2[CH2:20][CH2:19][CH2:18][C@H:17]2[C:21]([O:23][C:24]([CH3:27])([CH3:26])[CH3:25])=[O:22])[C:11]=1[CH3:12], predict the reactants needed to synthesize it. The reactants are: Cl[C:2]1[C:11]([CH3:12])=[C:10]([Cl:13])[C:9]2[C:4](=[CH:5][C:6]([F:15])=[CH:7][C:8]=2[F:14])[N:3]=1.[NH:16]1[CH2:20][CH2:19][CH2:18][C@H:17]1[C:21]([O:23][C:24]([CH3:27])([CH3:26])[CH3:25])=[O:22].C(N(CC)CC)C.